Task: Predict the reactants needed to synthesize the given product.. Dataset: Full USPTO retrosynthesis dataset with 1.9M reactions from patents (1976-2016) (1) Given the product [F:1][C:2]1[CH:28]=[C:27]([F:29])[CH:26]=[CH:25][C:3]=1[O:4][CH:5]1[CH2:10][CH2:9][N:8]([C:11]2[N:12]=[C:13]([CH:23]=[O:24])[C:14]([CH:21]=[O:22])=[N:15][C:16]=2[NH:17][CH:18]([CH3:20])[CH3:19])[CH2:7][CH2:6]1, predict the reactants needed to synthesize it. The reactants are: [F:1][C:2]1[CH:28]=[C:27]([F:29])[CH:26]=[CH:25][C:3]=1[O:4][CH:5]1[CH2:10][CH2:9][N:8]([C:11]2[N:12]=[C:13]([CH2:23][OH:24])[C:14]([CH2:21][OH:22])=[N:15][C:16]=2[NH:17][CH:18]([CH3:20])[CH3:19])[CH2:7][CH2:6]1.CC(OI1(OC(C)=O)(OC(C)=O)OC(=O)C2C=CC=CC1=2)=O. (2) Given the product [CH3:34][NH:35][C:14]([C:12]1[CH:11]=[CH:10][C:9]2[N:5]([CH2:1][CH:2]([CH3:3])[CH3:4])[C:6]([NH:17][C:18]3[S:19][C:20]4[CH:26]=[C:25]([O:27][C:28]([F:29])([F:31])[F:30])[CH:24]=[CH:23][C:21]=4[N:22]=3)=[N:7][C:8]=2[CH:13]=1)=[O:16], predict the reactants needed to synthesize it. The reactants are: [CH2:1]([N:5]1[C:9]2[CH:10]=[CH:11][C:12]([C:14]([OH:16])=O)=[CH:13][C:8]=2[N:7]=[C:6]1[NH:17][C:18]1[S:19][C:20]2[CH:26]=[C:25]([O:27][C:28]([F:31])([F:30])[F:29])[CH:24]=[CH:23][C:21]=2[N:22]=1)[CH:2]([CH3:4])[CH3:3].CN.[CH3:34][N:35](C(ON1N=NC2C=CC=CC1=2)=[N+](C)C)C.F[P-](F)(F)(F)(F)F.CCN(C(C)C)C(C)C. (3) Given the product [CH2:12]([O:16][C:17](=[O:28])[C@H:18]([CH3:27])[NH:19][C:9](=[O:11])[CH2:8][C:5]1[CH:4]=[CH:3][C:2]([Cl:1])=[CH:7][CH:6]=1)[CH:13]([CH3:15])[CH3:14], predict the reactants needed to synthesize it. The reactants are: [Cl:1][C:2]1[CH:7]=[CH:6][C:5]([CH2:8][C:9]([OH:11])=O)=[CH:4][CH:3]=1.[CH2:12]([O:16][C:17](=[O:28])[C@H:18]([CH3:27])[NH:19]C(=O)CC(C)CC)[CH:13]([CH3:15])[CH3:14]. (4) Given the product [CH3:24][O:23][C:14]1[C:13]([CH:25]=[O:26])=[C:18]([C:19]([F:22])([F:21])[F:20])[N:17]=[CH:16][N:15]=1, predict the reactants needed to synthesize it. The reactants are: C([Li])CCC.CCCCCC.Br[C:13]1[C:14]([O:23][CH3:24])=[N:15][CH:16]=[N:17][C:18]=1[C:19]([F:22])([F:21])[F:20].[CH:25](OCC)=[O:26]. (5) Given the product [CH2:1]([O:8][C:9](=[O:10])[NH:11][C:12]1[C:13]([C:28]([NH:31][C:32]2[CH:33]=[N:34][CH:35]=[CH:36][C:37]=2[N:38]2[CH2:43][C@H:42]([CH3:44])[C@@H:41]([O:45][Si:46]([C:49]([CH3:50])([CH3:51])[CH3:52])([CH3:48])[CH3:47])[C@H:40]([NH:53][C:54]([O:55][C:56]([CH3:57])([CH3:59])[CH3:58])=[O:60])[CH2:39]2)=[O:29])=[N:14][C:15]2[C:20]([CH:21]=1)=[CH:19][CH:18]=[C:17]([N:22]1[CH2:27][CH2:26][O:25][CH2:24][CH2:23]1)[CH:16]=2)[C:2]1[CH:7]=[CH:6][CH:5]=[CH:4][CH:3]=1, predict the reactants needed to synthesize it. The reactants are: [CH2:1]([O:8][C:9]([NH:11][C:12]1[C:13]([C:28](O)=[O:29])=[N:14][C:15]2[C:20]([CH:21]=1)=[CH:19][CH:18]=[C:17]([N:22]1[CH2:27][CH2:26][O:25][CH2:24][CH2:23]1)[CH:16]=2)=[O:10])[C:2]1[CH:7]=[CH:6][CH:5]=[CH:4][CH:3]=1.[NH2:31][C:32]1[CH:33]=[N:34][CH:35]=[CH:36][C:37]=1[N:38]1[CH2:43][C@H:42]([CH3:44])[C@@H:41]([O:45][Si:46]([C:49]([CH3:52])([CH3:51])[CH3:50])([CH3:48])[CH3:47])[C@H:40]([NH:53][C:54](=[O:60])[O:55][C:56]([CH3:59])([CH3:58])[CH3:57])[CH2:39]1.CN(C(ON1N=NC2C=CC=NC1=2)=[N+](C)C)C.F[P-](F)(F)(F)(F)F.CCN(C(C)C)C(C)C. (6) Given the product [OH:1][C@H:2]([CH2:46][OH:47])[C:3]([N:5]1[CH2:10][CH2:9][C@H:8]([O:11][C:12]2[CH:19]=[CH:18][C:17]([C:20]3[N:25]=[C:24]([NH:26][C:27]4[CH:32]=[CH:31][C:30]([N:33]5[CH2:34][CH2:35][N:36]([CH:39]6[CH2:42][O:41][CH2:40]6)[CH2:37][CH2:38]5)=[C:29]([O:43][CH3:44])[CH:28]=4)[N:23]=[CH:22][N:21]=3)=[CH:16][C:13]=2[C:14]#[N:15])[C@H:7]([F:45])[CH2:6]1)=[O:4], predict the reactants needed to synthesize it. The reactants are: [OH:1][CH:2]([CH2:46][OH:47])[C:3]([N:5]1[CH2:10][CH2:9][C@H:8]([O:11][C:12]2[CH:19]=[CH:18][C:17]([C:20]3[N:25]=[C:24]([NH:26][C:27]4[CH:32]=[CH:31][C:30]([N:33]5[CH2:38][CH2:37][N:36]([CH:39]6[CH2:42][O:41][CH2:40]6)[CH2:35][CH2:34]5)=[C:29]([O:43][CH3:44])[CH:28]=4)[N:23]=[CH:22][N:21]=3)=[CH:16][C:13]=2[C:14]#[N:15])[C@H:7]([F:45])[CH2:6]1)=[O:4].